Task: Predict the reaction yield, written as a fraction of the theoretical maximum amount of product (1.0 means a 100% yield; for example, 0.34 means a 34% yield).. Dataset: Reaction yield outcomes from USPTO patents with 853,638 reactions (1) The reactants are [N:1]1([C:5]([C:7]2[CH:12]=[CH:11][C:10]([C:13]3[N:17]([C:18]4[CH:23]=[CH:22][CH:21]=[CH:20][C:19]=4[Cl:24])[N:16]=[C:15](C(OC)=O)[CH:14]=3)=[CH:9][CH:8]=2)=[O:6])[CH2:4][CH2:3][CH2:2]1.[CH3:29][Mg]Br.CC[O:34][CH2:35][CH3:36]. The catalyst is C1COCC1. The product is [N:1]1([C:5]([C:7]2[CH:8]=[CH:9][C:10]([C:13]3[N:17]([C:18]4[CH:23]=[CH:22][CH:21]=[CH:20][C:19]=4[Cl:24])[N:16]=[C:15]([C:35]([OH:34])([CH3:36])[CH3:29])[CH:14]=3)=[CH:11][CH:12]=2)=[O:6])[CH2:2][CH2:3][CH2:4]1. The yield is 0.310. (2) The reactants are [CH3:1][O:2][C:3]1[CH:4]=[C:5]2[C:10](=[CH:11][C:12]=1[O:13][CH3:14])[N:9]=[CH:8][CH:7]=[C:6]2[O:15][C:16]1[CH:22]=[CH:21][C:19]([NH2:20])=[C:18]([CH3:23])[C:17]=1[CH3:24].Cl[C:26](Cl)([O:28][C:29](=[O:35])OC(Cl)(Cl)Cl)Cl.[CH:37]1(CO)[CH2:42][CH2:41][CH2:40][CH2:39][CH2:38]1.C(=O)(O)[O-].[Na+]. The catalyst is C(Cl)Cl.C(N(CC)CC)C.C1(C)C=CC=CC=1. The product is [CH3:1][O:2][C:3]1[CH:4]=[C:5]2[C:10](=[CH:11][C:12]=1[O:13][CH3:14])[N:9]=[CH:8][CH:7]=[C:6]2[O:15][C:16]1[CH:22]=[CH:21][C:19]([NH:20][C:29](=[O:35])[O:28][CH2:26][CH:37]2[CH2:42][CH2:41][CH2:40][CH2:39][CH2:38]2)=[C:18]([CH3:23])[C:17]=1[CH3:24]. The yield is 0.640.